The task is: Predict which catalyst facilitates the given reaction.. This data is from Catalyst prediction with 721,799 reactions and 888 catalyst types from USPTO. (1) Reactant: N1([CH:7]([CH3:28])[CH2:8][N:9]2[C:13]3[CH:14]=[CH:15][C:16](B4OC(C)(C)C(C)(C)O4)=[CH:17][C:12]=3[NH:11][C:10]2=[O:27])CCOCC1.Br[CH:30]=[C:31]1[C:37]2[CH:38]=[CH:39][C:40]([F:42])=[CH:41][C:36]=2[CH2:35][CH2:34][C:33]2[CH:43]=[C:44]([F:47])[CH:45]=[CH:46][C:32]1=2.[C:48]([O-:51])([O-])=O.[Na+].[Na+]. Product: [F:47][C:44]1[CH:45]=[CH:46][C:32]2[C:31](=[CH:30][C:16]3[CH:15]=[CH:14][C:13]4[N:9]([CH2:8][CH2:7][CH2:28][N:9]5[CH2:10][CH2:48][O:51][CH2:7][CH2:8]5)[C:10](=[O:27])[NH:11][C:12]=4[CH:17]=3)[C:37]3[CH:38]=[CH:39][C:40]([F:42])=[CH:41][C:36]=3[CH2:35][CH2:34][C:33]=2[CH:43]=1. The catalyst class is: 203. (2) The catalyst class is: 20. Reactant: [F:1][C:2]1([F:14])[CH2:7][CH2:6][C:5]([C:8]2[N:12]([CH3:13])[N:11]=[CH:10][CH:9]=2)=[CH:4][CH2:3]1.B.C1C[O:19]CC1.B1([O-])OO1.O.O.O.O.[Na+].S([O-])([O-])(=O)=S.[Na+].[Na+]. Product: [F:14][C:2]1([F:1])[CH2:7][C@H:6]([OH:19])[C@@H:5]([C:8]2[N:12]([CH3:13])[N:11]=[CH:10][CH:9]=2)[CH2:4][CH2:3]1.